Dataset: Reaction yield outcomes from USPTO patents with 853,638 reactions. Task: Predict the reaction yield, written as a fraction of the theoretical maximum amount of product (1.0 means a 100% yield; for example, 0.34 means a 34% yield). (1) The reactants are [CH3:1][NH:2][C:3](=[O:18])[CH2:4][N:5]([CH2:13][C:14]([NH:16][CH3:17])=[O:15])CC1C=CC=CC=1. The catalyst is CO.[Pd]. The product is [CH3:17][NH:16][C:14](=[O:15])[CH2:13][NH:5][CH2:4][C:3]([NH:2][CH3:1])=[O:18]. The yield is 1.00. (2) The reactants are [C:1]([O:5][C:6]([N:8]1[CH2:13][CH2:12][CH2:11][CH2:10][CH:9]1[C:14]([OH:16])=O)=[O:7])([CH3:4])([CH3:3])[CH3:2].C(OC(=O)NC(C)C(N1CCCC1C(=O)[NH:33][CH:34]1[CH2:38][C:37](=[O:39])[O:36][CH:35]1[O:40][CH2:41][C:42]1[CH:47]=[CH:46][CH:45]=[CH:44][CH:43]=1)=O)(C)(C)C. No catalyst specified. The product is [C:1]([O:5][C:6]([N:8]1[CH2:13][CH2:12][CH2:11][CH2:10][CH:9]1[C:14](=[O:16])[NH:33][CH:34]1[CH2:38][C:37](=[O:39])[O:36][CH:35]1[O:40][CH2:41][C:42]1[CH:47]=[CH:46][CH:45]=[CH:44][CH:43]=1)=[O:7])([CH3:2])([CH3:3])[CH3:4]. The yield is 0.570. (3) The reactants are [N+:1]([C:4]1[CH:9]=[CH:8][C:7]([CH:10]([OH:18])[CH2:11][N:12]2[CH2:17][CH2:16][CH2:15][CH2:14][CH2:13]2)=[CH:6][CH:5]=1)([O-])=O. The catalyst is O1CCCC1.O.[Ni]. The product is [NH2:1][C:4]1[CH:9]=[CH:8][C:7]([CH:10]([OH:18])[CH2:11][N:12]2[CH2:17][CH2:16][CH2:15][CH2:14][CH2:13]2)=[CH:6][CH:5]=1. The yield is 0.900. (4) The reactants are [NH2:1][C:2]([C:22]1[CH:27]=[CH:26][CH:25]=[C:24]([O:28][C:29]([F:32])([F:31])[F:30])[CH:23]=1)([C:11]1[CH:16]=[CH:15][CH:14]=[C:13]([O:17][C:18]([F:21])([F:20])[F:19])[CH:12]=1)[C@H:3]([C:5]1[CH:10]=[CH:9][CH:8]=[CH:7][CH:6]=1)[OH:4].[F:33][C:34]1[CH:42]=[CH:41][C:37]([C:38](O)=[O:39])=[CH:36][C:35]=1[C:43]([F:46])([F:45])[F:44].CCN=C=NCCCN(C)C.C1C=CC2N(O)N=NC=2C=1. The catalyst is CN(C1C=CN=CC=1)C.C(#N)C.CCOC(C)=O. The product is [F:33][C:34]1[CH:42]=[CH:41][C:37]([C:38]([NH:1][C:2]([C:11]2[CH:16]=[CH:15][CH:14]=[C:13]([O:17][C:18]([F:20])([F:21])[F:19])[CH:12]=2)([C:22]2[CH:27]=[CH:26][CH:25]=[C:24]([O:28][C:29]([F:30])([F:31])[F:32])[CH:23]=2)[C@@H:3]([OH:4])[C:5]2[CH:10]=[CH:9][CH:8]=[CH:7][CH:6]=2)=[O:39])=[CH:36][C:35]=1[C:43]([F:44])([F:45])[F:46]. The yield is 0.150. (5) The reactants are [CH2:1]([O:8][C:9]([N:11]1[CH2:16][CH2:15][N:14]2[C:17]([CH3:23])=[C:18]([C:20](O)=O)[N:19]=[C:13]2[CH2:12]1)=[O:10])[C:2]1[CH:7]=[CH:6][CH:5]=[CH:4][CH:3]=1.C(Cl)(=O)C(Cl)=O.[Cl:30][C:31]1[CH:32]=[C:33]([CH:38]=[CH:39][C:40]=1[O:41][CH:42]([CH3:44])[CH3:43])/[C:34](=[N:36]\[OH:37])/[NH2:35].C(Cl)(=O)C. The catalyst is C(Cl)Cl.N1C=CC=CC=1.CN(C=O)C. The product is [CH2:1]([O:8][C:9]([N:11]1[CH2:16][CH2:15][N:14]2[C:17]([CH3:23])=[C:18]([C:20]3[O:37][N:36]=[C:34]([C:33]4[CH:38]=[CH:39][C:40]([O:41][CH:42]([CH3:44])[CH3:43])=[C:31]([Cl:30])[CH:32]=4)[N:35]=3)[N:19]=[C:13]2[CH2:12]1)=[O:10])[C:2]1[CH:3]=[CH:4][CH:5]=[CH:6][CH:7]=1. The yield is 0.290. (6) The reactants are [F:1][C:2]([F:46])([F:45])[C:3]1[CH:4]=[C:5]([CH:38]=[C:39]([C:41]([F:44])([F:43])[F:42])[CH:40]=1)[CH2:6][N:7]([CH3:37])[C:8](=[O:36])[C:9]1[C:14]([C:15]2[CH:20]=[CH:19][CH:18]=[CH:17][C:16]=2[CH3:21])=[CH:13][C:12]([C:22]#[C:23][CH2:24][N:25]2C(=O)C3C(=CC=CC=3)C2=O)=[N:11][CH:10]=1.O.NN. The catalyst is C(O)C.COC(C)(C)C. The product is [NH2:25][CH2:24][C:23]#[C:22][C:12]1[CH:13]=[C:14]([C:15]2[CH:20]=[CH:19][CH:18]=[CH:17][C:16]=2[CH3:21])[C:9]([C:8]([N:7]([CH2:6][C:5]2[CH:4]=[C:3]([C:2]([F:1])([F:45])[F:46])[CH:40]=[C:39]([C:41]([F:44])([F:42])[F:43])[CH:38]=2)[CH3:37])=[O:36])=[CH:10][N:11]=1. The yield is 0.570. (7) The reactants are [Li][C:2]([CH3:5])([CH3:4])[CH3:3].Br[C:7]1[CH:12]=[CH:11][CH:10]=[CH:9][N:8]=1.IC1C=C[C:17]([NH2:24])=[C:18]([S:20]([NH2:23])(=[O:22])=[O:21])[CH:19]=1.C(N(CC(O)=O)CC(O)=O)CN(CC(O)=O)CC(O)=O.[OH-].[Na+]. The catalyst is C1COCC1.[Cl-].[Cl-].[Zn+2].C1C=CC([P]([Pd]([P](C2C=CC=CC=2)(C2C=CC=CC=2)C2C=CC=CC=2)([P](C2C=CC=CC=2)(C2C=CC=CC=2)C2C=CC=CC=2)[P](C2C=CC=CC=2)(C2C=CC=CC=2)C2C=CC=CC=2)(C2C=CC=CC=2)C2C=CC=CC=2)=CC=1. The product is [NH2:24][C:17]1[CH:4]=[C:2]([CH3:5])[C:3]([C:7]2[CH:12]=[CH:11][CH:10]=[CH:9][N:8]=2)=[CH:19][C:18]=1[S:20]([NH2:23])(=[O:22])=[O:21]. The yield is 0.870. (8) The reactants are [CH2:1]([O:3][C:4]1[CH:37]=[C:36]([F:38])[C:7]([CH2:8][N:9]2[C:17]3[C:12](=[CH:13][CH:14]=[CH:15][CH:16]=3)[C:11]([C:18]3[N:23]=[C:22]([NH:24][C:25]4[CH:33]=[CH:32][CH:31]=[CH:30][C:26]=4[C:27](O)=[O:28])[C:21]([O:34][CH3:35])=[CH:20][N:19]=3)=[N:10]2)=[C:6]([F:39])[CH:5]=1)[CH3:2].N.C([N:44](CC)C(C)C)(C)C.F[P-](F)(F)(F)(F)F.N1(O[P+](N2CCCC2)(N2CCCC2)N2CCCC2)C2C=CC=CC=2N=N1. The catalyst is CN(C)C=O.O. The product is [CH2:1]([O:3][C:4]1[CH:37]=[C:36]([F:38])[C:7]([CH2:8][N:9]2[C:17]3[C:12](=[CH:13][CH:14]=[CH:15][CH:16]=3)[C:11]([C:18]3[N:23]=[C:22]([NH:24][C:25]4[CH:33]=[CH:32][CH:31]=[CH:30][C:26]=4[C:27]([NH2:44])=[O:28])[C:21]([O:34][CH3:35])=[CH:20][N:19]=3)=[N:10]2)=[C:6]([F:39])[CH:5]=1)[CH3:2]. The yield is 0.910. (9) The reactants are [F:1][C:2]1[CH:3]=[C:4]([OH:9])[CH:5]=[C:6]([F:8])[CH:7]=1.C(=O)([O-])[O-].[K+].[K+].I[CH:17]([CH3:19])[CH3:18]. The catalyst is CN(C=O)C.CCOC(C)=O. The product is [F:1][C:2]1[CH:3]=[C:4]([O:9][CH:17]([CH3:19])[CH3:18])[CH:5]=[C:6]([F:8])[CH:7]=1. The yield is 0.880. (10) The reactants are [CH:1]([C:4]1[N:8]=[C:7]([CH2:9][N:10]2[CH2:14][CH2:13][CH:12]([NH2:15])[CH2:11]2)[O:6][N:5]=1)([CH3:3])[CH3:2].Cl[C:17]1[N:22]=[CH:21][N:20]=[C:19]2[N:23]([C:26]3[CH:31]=[CH:30][C:29]([S:32]([CH3:35])(=[O:34])=[O:33])=[CH:28][C:27]=3[F:36])[N:24]=[CH:25][C:18]=12.C(=O)([O-])[O-].[K+].[K+].O. The catalyst is C1COCC1. The product is [F:36][C:27]1[CH:28]=[C:29]([S:32]([CH3:35])(=[O:33])=[O:34])[CH:30]=[CH:31][C:26]=1[N:23]1[C:19]2=[N:20][CH:21]=[N:22][C:17]([NH:15][CH:12]3[CH2:13][CH2:14][N:10]([CH2:9][C:7]4[O:6][N:5]=[C:4]([CH:1]([CH3:3])[CH3:2])[N:8]=4)[CH2:11]3)=[C:18]2[CH:25]=[N:24]1. The yield is 0.910.